This data is from Peptide-MHC class I binding affinity with 185,985 pairs from IEDB/IMGT. The task is: Regression. Given a peptide amino acid sequence and an MHC pseudo amino acid sequence, predict their binding affinity value. This is MHC class I binding data. The peptide sequence is DWAHNGLRDLA. The MHC is Patr-A0901 with pseudo-sequence Patr-A0901. The binding affinity (normalized) is 0.126.